From a dataset of Peptide-MHC class I binding affinity with 185,985 pairs from IEDB/IMGT. Regression. Given a peptide amino acid sequence and an MHC pseudo amino acid sequence, predict their binding affinity value. This is MHC class I binding data. (1) The peptide sequence is RPVGISSMV. The MHC is HLA-B08:02 with pseudo-sequence HLA-B08:02. The binding affinity (normalized) is 0.0847. (2) The peptide sequence is KPKHLYVSL. The MHC is HLA-B07:02 with pseudo-sequence HLA-B07:02. The binding affinity (normalized) is 0.839. (3) The peptide sequence is MQIAILVTTV. The MHC is HLA-A02:02 with pseudo-sequence HLA-A02:02. The binding affinity (normalized) is 0.658. (4) The peptide sequence is HPVHAGPIA. The MHC is H-2-Kb with pseudo-sequence H-2-Kb. The binding affinity (normalized) is 0. (5) The peptide sequence is KTNTKHCPKI. The MHC is HLA-A02:02 with pseudo-sequence HLA-A02:02. The binding affinity (normalized) is 0.0361.